From a dataset of Reaction yield outcomes from USPTO patents with 853,638 reactions. Predict the reaction yield, written as a fraction of the theoretical maximum amount of product (1.0 means a 100% yield; for example, 0.34 means a 34% yield). The reactants are [OH:1][C:2]([C:7]1[S:8][CH:9]=[CH:10][CH:11]=1)([CH2:5][CH3:6])[CH2:3][CH3:4].C([Li])CCC.[C:17](=[O:19])=[O:18]. The catalyst is C1COCC1. The product is [OH:1][C:2]([C:7]1[S:8][C:9]([C:17]([OH:19])=[O:18])=[CH:10][CH:11]=1)([CH2:3][CH3:4])[CH2:5][CH3:6]. The yield is 0.530.